From a dataset of Forward reaction prediction with 1.9M reactions from USPTO patents (1976-2016). Predict the product of the given reaction. (1) Given the reactants CC(C)([O-])C.[K+].[OH:7][CH2:8][CH:9]1[CH2:14][CH2:13][N:12]([C:15]([O:17][C:18]([CH3:21])([CH3:20])[CH3:19])=[O:16])[CH2:11][CH2:10]1.[Cl:22][C:23]1[C:24](F)=[CH:25][C:26]([F:36])=[C:27]([CH:35]=1)[C:28]([O:30][C:31]([CH3:34])([CH3:33])[CH3:32])=[O:29], predict the reaction product. The product is: [C:31]([O:30][C:28]([C:27]1[C:26]([F:36])=[CH:25][C:24]([O:7][CH2:8][CH:9]2[CH2:14][CH2:13][N:12]([C:15]([O:17][C:18]([CH3:21])([CH3:20])[CH3:19])=[O:16])[CH2:11][CH2:10]2)=[C:23]([Cl:22])[CH:35]=1)=[O:29])([CH3:34])([CH3:32])[CH3:33]. (2) Given the reactants [F:1][C:2]([F:41])([F:40])[C:3]1[CH:4]=[C:5]([NH:9][C:10]2[CH:39]=[CH:38][CH:37]=[CH:36][C:11]=2[C:12]([NH:14][CH:15]([C:17]2[N:22]=[N:21][C:20]([NH:23][C:24]3[CH:29]=[C:28]([O:30][CH3:31])[C:27]([O:32][CH3:33])=[C:26]([O:34][CH3:35])[CH:25]=3)=[N:19][CH:18]=2)[CH3:16])=O)[CH:6]=[CH:7][CH:8]=1.N1C=NC=N1.P(Cl)(Cl)(Cl)=O, predict the reaction product. The product is: [CH3:16][C:15]1[N:14]=[C:12]([C:11]2[CH:36]=[CH:37][CH:38]=[CH:39][C:10]=2[NH:9][C:5]2[CH:6]=[CH:7][CH:8]=[C:3]([C:2]([F:41])([F:40])[F:1])[CH:4]=2)[N:22]2[C:17]=1[CH:18]=[N:19][C:20]([NH:23][C:24]1[CH:29]=[C:28]([O:30][CH3:31])[C:27]([O:32][CH3:33])=[C:26]([O:34][CH3:35])[CH:25]=1)=[N:21]2. (3) Given the reactants [NH2:1][C:2]1[CH:7]=[CH:6][C:5]([C:8]2[S:12][C:11]([CH:13]3[CH2:18][CH2:17][CH:16]([CH2:19][C:20]([O:22][CH2:23][CH3:24])=[O:21])[CH2:15][CH2:14]3)=[N:10][CH:9]=2)=[CH:4][CH:3]=1.[Cl:25][C:26]1[CH:34]=[C:33]([Cl:35])[CH:32]=[CH:31][C:27]=1[C:28](Cl)=[O:29], predict the reaction product. The product is: [Cl:25][C:26]1[CH:34]=[C:33]([Cl:35])[CH:32]=[CH:31][C:27]=1[C:28]([NH:1][C:2]1[CH:3]=[CH:4][C:5]([C:8]2[S:12][C:11]([CH:13]3[CH2:14][CH2:15][CH:16]([CH2:19][C:20]([O:22][CH2:23][CH3:24])=[O:21])[CH2:17][CH2:18]3)=[N:10][CH:9]=2)=[CH:6][CH:7]=1)=[O:29]. (4) Given the reactants Cl[C:2]1[C:11]2[C:6](=[CH:7][CH:8]=[C:9]([O:12][CH3:13])[CH:10]=2)[C:5]([CH2:14][CH:15]2[CH2:17][CH2:16]2)=[N:4][N:3]=1.[NH2:18][CH:19]1[CH2:24][CH2:23][N:22]([CH2:25][C:26]2[CH:35]=[CH:34][C:33]3[C:28](=[CH:29][CH:30]=[CH:31][CH:32]=3)[CH:27]=2)[CH2:21][CH2:20]1, predict the reaction product. The product is: [CH:15]1([CH2:14][C:5]2[C:6]3[C:11](=[CH:10][C:9]([O:12][CH3:13])=[CH:8][CH:7]=3)[C:2]([NH:18][CH:19]3[CH2:20][CH2:21][N:22]([CH2:25][C:26]4[CH:35]=[CH:34][C:33]5[C:28](=[CH:29][CH:30]=[CH:31][CH:32]=5)[CH:27]=4)[CH2:23][CH2:24]3)=[N:3][N:4]=2)[CH2:17][CH2:16]1. (5) The product is: [Cl:25][C:26]1[N:30]2[CH:31]=[C:32]([C:39]3[O:40][CH:41]=[CH:42][CH:43]=3)[CH:33]=[C:34]([C:35]([F:38])([F:37])[F:36])[C:29]2=[N:28][C:27]=1[C:44]([N:51]1[CH2:52][CH2:53][N:48]([CH3:47])[CH:49]([C:54]2[CH:55]=[CH:56][CH:57]=[CH:58][CH:59]=2)[CH2:50]1)=[O:45]. Given the reactants CN(C(ON1N=NC2C=CC=NC1=2)=[N+](C)C)C.F[P-](F)(F)(F)(F)F.[Cl:25][C:26]1[N:30]2[CH:31]=[C:32]([C:39]3[O:40][CH:41]=[CH:42][CH:43]=3)[CH:33]=[C:34]([C:35]([F:38])([F:37])[F:36])[C:29]2=[N:28][C:27]=1[C:44](O)=[O:45].[CH3:47][N:48]1[CH2:53][CH2:52][NH:51][CH2:50][CH:49]1[C:54]1[CH:59]=[CH:58][CH:57]=[CH:56][CH:55]=1, predict the reaction product. (6) Given the reactants [F:1][C:2]([F:22])([F:21])[O:3][C:4]1[CH:9]=[CH:8][C:7]([N:10]2[CH2:14][CH2:13][C:12]3([CH2:19][CH2:18][NH:17][CH2:16][CH2:15]3)[C:11]2=[O:20])=[CH:6][CH:5]=1.[O:23]=[C:24](Cl)OC(Cl)(Cl)Cl.[NH:31]1[CH2:36][CH2:35][O:34][CH2:33][CH2:32]1, predict the reaction product. The product is: [N:31]1([C:24]([N:17]2[CH2:16][CH2:15][C:12]3([C:11](=[O:20])[N:10]([C:7]4[CH:8]=[CH:9][C:4]([O:3][C:2]([F:1])([F:21])[F:22])=[CH:5][CH:6]=4)[CH2:14][CH2:13]3)[CH2:19][CH2:18]2)=[O:23])[CH2:36][CH2:35][O:34][CH2:33][CH2:32]1.